From a dataset of Forward reaction prediction with 1.9M reactions from USPTO patents (1976-2016). Predict the product of the given reaction. (1) Given the reactants [CH3:1][O:2][C:3](=[O:47])[NH:4][C@@H:5]([CH:44]([CH3:46])[CH3:45])[C:6]([N:8]1[CH2:12][C@@H:11]([CH3:13])[CH2:10][C@H:9]1[C:14]1[NH:18][C:17]2[C:19]3[C:24]([CH:25]=[CH:26][C:16]=2[N:15]=1)=[CH:23][C:22]1[C:27]2[C:32]([CH2:33][O:34][C:21]=1[CH:20]=3)=[CH:31][C:30](B1OC(C)(C)C(C)(C)O1)=[CH:29][CH:28]=2)=[O:7].I[C:49]1[NH:53][C:52]([C@@H:54]2[CH2:58][C@H:57]([CH2:59][O:60][CH3:61])[CH2:56][N:55]2C(=O)[C@@H](NC(=O)OC)C(C)C)=[N:51][CH:50]=1.[C:73]([O-:76])([O-])=[O:74].[K+].[K+], predict the reaction product. The product is: [CH3:1][O:2][C:3]([NH:4][C@H:5]([C:6]([N:8]1[CH2:12][C@@H:11]([CH3:13])[CH2:10][C@H:9]1[C:14]1[NH:18][C:17]2[C:19]3[C:24]([CH:25]=[CH:26][C:16]=2[N:15]=1)=[CH:23][C:22]1[C:27]2[C:32]([CH2:33][O:34][C:21]=1[CH:20]=3)=[CH:31][C:30]([C:50]1[NH:51][C:52]([C@@H:54]3[CH2:58][C@H:57]([CH2:59][O:60][CH3:61])[CH2:56][N:55]3[C:73]([O:76][C:11]([CH3:13])([CH3:12])[CH3:10])=[O:74])=[N:53][CH:49]=1)=[CH:29][CH:28]=2)=[O:7])[CH:44]([CH3:45])[CH3:46])=[O:47]. (2) Given the reactants [CH3:1][O:2][C:3](=[O:22])[CH:4]([C:14]1[CH:19]=[CH:18][C:17]([O:20][CH3:21])=[CH:16][CH:15]=1)[CH2:5][C:6]1[C:7](Cl)=[N:8][C:9](Cl)=[N:10][CH:11]=1.[NH2:23][C:24]1[CH:29]=[CH:28][CH:27]=[CH:26][CH:25]=1, predict the reaction product. The product is: [CH3:1][O:2][C:3](=[O:22])[CH:4]([C:14]1[CH:19]=[CH:18][C:17]([O:20][CH3:21])=[CH:16][CH:15]=1)[CH2:5][C:6]1[C:7]([NH:23][C:24]2[CH:29]=[CH:28][CH:27]=[CH:26][CH:25]=2)=[N:8][C:9]([NH:23][C:24]2[CH:29]=[CH:28][CH:27]=[CH:26][CH:25]=2)=[N:10][CH:11]=1. (3) Given the reactants [C:1](Cl)(=O)[C:2]([Cl:4])=[O:3].[C:7](O)(=O)[CH2:8][CH2:9][CH2:10][CH2:11][CH2:12][CH2:13][CH2:14][CH2:15][CH2:16][CH2:17][CH2:18][CH2:19][CH2:20][CH2:21][CH2:22]CC, predict the reaction product. The product is: [C:2]([Cl:4])(=[O:3])[CH2:1][CH2:22][CH2:21][CH2:20][CH2:19][CH2:18][CH2:17][CH2:16][CH2:15][CH2:14][CH2:13][CH2:12][CH2:11][CH2:10][CH2:9][CH2:8][CH3:7].